Dataset: Catalyst prediction with 721,799 reactions and 888 catalyst types from USPTO. Task: Predict which catalyst facilitates the given reaction. (1) Reactant: [Br:1][C:2]1[CH:7]=[C:6]([NH:8][C:9]([NH:11]C(=O)C2C=CC=CC=2)=[S:10])[CH:5]=[C:4]([Br:20])[N:3]=1.[OH-].[Na+].CCOC(C)=O.CCCCCC. Product: [Br:1][C:2]1[CH:7]=[C:6]([NH:8][C:9]([NH2:11])=[S:10])[CH:5]=[C:4]([Br:20])[N:3]=1. The catalyst class is: 87. (2) Reactant: [OH-].[Li+].[F:3][C:4]1[CH:9]=[CH:8][CH:7]=[CH:6][C:5]=1[S:10]([NH:13][C:14]1[C:23]([C:24]([O:26]C)=[O:25])=[C:22]2[C:17]([C@H:18]3[CH2:30][CH2:29][O:28][C@H:19]3[CH2:20][O:21]2)=[CH:16][CH:15]=1)(=[O:12])=[O:11].C(O)(=O)CC(CC(O)=O)(C(O)=O)O. Product: [F:3][C:4]1[CH:9]=[CH:8][CH:7]=[CH:6][C:5]=1[S:10]([NH:13][C:14]1[C:23]([C:24]([OH:26])=[O:25])=[C:22]2[C:17]([C@H:18]3[CH2:30][CH2:29][O:28][C@H:19]3[CH2:20][O:21]2)=[CH:16][CH:15]=1)(=[O:12])=[O:11]. The catalyst class is: 38. (3) Reactant: Cl.[C:2]1([C:8](=[N:15][CH2:16][C:17]2([C:30](=[O:42])[NH:31][C:32]3[CH:37]=[C:36]([C:38]([F:41])([F:40])[F:39])[CH:35]=[CH:34][N:33]=3)[CH2:22][CH2:21][N:20](C(OC(C)(C)C)=O)[CH2:19][CH2:18]2)[C:9]2[CH:14]=[CH:13][CH:12]=[CH:11][CH:10]=2)[CH:7]=[CH:6][CH:5]=[CH:4][CH:3]=1. Product: [C:2]1([C:8](=[N:15][CH2:16][C:17]2([C:30]([NH:31][C:32]3[CH:37]=[C:36]([C:38]([F:40])([F:41])[F:39])[CH:35]=[CH:34][N:33]=3)=[O:42])[CH2:22][CH2:21][NH:20][CH2:19][CH2:18]2)[C:9]2[CH:10]=[CH:11][CH:12]=[CH:13][CH:14]=2)[CH:3]=[CH:4][CH:5]=[CH:6][CH:7]=1. The catalyst class is: 169. (4) Reactant: C(N([CH2:6][C:7]1[CH:35]=[CH:34][C:10]2[C:11](=[O:33])[N:12]([C:14]([C:27]3[CH:32]=[CH:31][CH:30]=[CH:29][CH:28]=3)([C:21]3[CH:26]=[CH:25][CH:24]=[CH:23][CH:22]=3)[C:15]3[CH:20]=[CH:19][CH:18]=[CH:17][CH:16]=3)[O:13][C:9]=2[CH:8]=1)CC)C.C([Cl:41])(=O)OCC.C(Cl)Cl. Product: [Cl:41][CH2:6][C:7]1[CH:35]=[CH:34][C:10]2[C:11](=[O:33])[N:12]([C:14]([C:27]3[CH:32]=[CH:31][CH:30]=[CH:29][CH:28]=3)([C:21]3[CH:26]=[CH:25][CH:24]=[CH:23][CH:22]=3)[C:15]3[CH:20]=[CH:19][CH:18]=[CH:17][CH:16]=3)[O:13][C:9]=2[CH:8]=1. The catalyst class is: 41. (5) The catalyst class is: 191. Product: [CH:1]1([C:5]2[C:13]3[C:8](=[N:9][CH:10]=[C:11]([NH:14][C:15](=[O:31])[C:16]4[C:21]([F:22])=[CH:20][CH:19]=[C:18]([NH:23][S:24]([CH2:27][CH2:28][CH3:29])(=[O:25])=[O:26])[C:17]=4[F:30])[CH:12]=3)[NH:7][CH:6]=2)[CH2:2][CH2:3][CH2:4]1. Reactant: [CH:1]1([C:5]2[C:13]3[C:8](=[N:9][CH:10]=[C:11]([NH:14][C:15](=[O:31])[C:16]4[C:21]([F:22])=[CH:20][CH:19]=[C:18]([NH:23][S:24]([CH2:27][CH2:28][CH3:29])(=[O:26])=[O:25])[C:17]=4[F:30])[CH:12]=3)[N:7](S(C3C=CC=CC=3)(=O)=O)[CH:6]=2)[CH2:4][CH2:3][CH2:2]1.C(=O)([O-])[O-].[K+].[K+]. (6) Reactant: [C:1]([O:5][C:6]([NH:8][C:9]1[S:10][CH:11]=[C:12](/[C:14](=[N:31]/[O:32][C:33]2([C:36]([O:38][CH:39]([C:46]3[CH:51]=[CH:50][CH:49]=[CH:48][CH:47]=3)[C:40]3[CH:45]=[CH:44][CH:43]=[CH:42][CH:41]=3)=[O:37])[CH2:35][CH2:34]2)/[C:15]([NH:17][C@@H:18]2[C:21](=[O:22])[NH:20][C@@H:19]2[CH2:23][N:24]2[N:28]=[C:27]([CH2:29][OH:30])[CH:26]=[N:25]2)=[O:16])[N:13]=1)=[O:7])([CH3:4])([CH3:3])[CH3:2]. Product: [C:1]([O:5][C:6]([NH:8][C:9]1[S:10][CH:11]=[C:12](/[C:14](=[N:31]/[O:32][C:33]2([C:36]([O:38][CH:39]([C:46]3[CH:51]=[CH:50][CH:49]=[CH:48][CH:47]=3)[C:40]3[CH:41]=[CH:42][CH:43]=[CH:44][CH:45]=3)=[O:37])[CH2:34][CH2:35]2)/[C:15]([NH:17][C@@H:18]2[C:21](=[O:22])[NH:20][C@@H:19]2[CH2:23][N:24]2[N:28]=[C:27]([CH:29]=[O:30])[CH:26]=[N:25]2)=[O:16])[N:13]=1)=[O:7])([CH3:4])([CH3:2])[CH3:3]. The catalyst class is: 725.